From a dataset of Catalyst prediction with 721,799 reactions and 888 catalyst types from USPTO. Predict which catalyst facilitates the given reaction. (1) Reactant: [Cl:1][C:2]1[C:10]([C:11]([O:13][CH3:14])=[O:12])=[CH:9][CH:8]=[C:7]2[C:3]=1[CH:4]=[CH:5][NH:6]2.[O-]S(C(F)(F)[F:20])(=O)=O.F[N+]1C(C)=CC(C)=CC=1C. Product: [Cl:1][C:2]1[C:10]([C:11]([O:13][CH3:14])=[O:12])=[CH:9][CH:8]=[C:7]2[C:3]=1[C:4]([F:20])=[CH:5][NH:6]2. The catalyst class is: 5. (2) Reactant: Cl.[C:2]1([N:8]([CH2:10][C:11]([O:13][CH2:14][CH3:15])=[O:12])N)[CH:7]=[CH:6][CH:5]=[CH:4][CH:3]=1.O=[C:17]1[CH2:22][CH2:21][CH:20]([C:23]([OH:25])=[O:24])[CH2:19][CH2:18]1. Product: [CH2:14]([O:13][C:11]([CH2:10][N:8]1[C:17]2[CH2:22][CH2:21][CH:20]([C:23]([OH:25])=[O:24])[CH2:19][C:18]=2[C:7]2[C:2]1=[CH:3][CH:4]=[CH:5][CH:6]=2)=[O:12])[CH3:15]. The catalyst class is: 52. (3) Reactant: [C:1]([C:5]([CH2:7][CH3:8])=O)([CH3:4])([CH3:3])[CH3:2].[C:9]([O:13][C:14](=[O:17])[NH:15][NH2:16])([CH3:12])([CH3:11])[CH3:10]. Product: [C:9]([O:13][C:14]([NH:15][N:16]=[C:5]([CH2:7][CH3:8])[C:1]([CH3:4])([CH3:3])[CH3:2])=[O:17])([CH3:12])([CH3:11])[CH3:10]. The catalyst class is: 130. (4) Reactant: [S:1]1[CH:5]=[CH:4][CH:3]=[C:2]1[C:6]1[C:15]([C:16]2[S:17][CH:18]=[CH:19][CH:20]=2)=[N:14][C:13]2[C:8](=[CH:9][CH:10]=[CH:11][C:12]=2[NH:21][C:22]2[CH:27]=[CH:26][C:25]([N+:28]([O-])=O)=[CH:24][CH:23]=2)[N:7]=1. Product: [S:1]1[CH:5]=[CH:4][CH:3]=[C:2]1[C:6]1[C:15]([C:16]2[S:17][CH:18]=[CH:19][CH:20]=2)=[N:14][C:13]2[C:8](=[CH:9][CH:10]=[CH:11][C:12]=2[NH:21][C:22]2[CH:23]=[CH:24][C:25]([NH2:28])=[CH:26][CH:27]=2)[N:7]=1. The catalyst class is: 7. (5) Reactant: [F:1][C:2]1[CH:3]=[C:4]([OH:8])[CH:5]=[CH:6][CH:7]=1.[Br:9][CH2:10][CH2:11][CH2:12]Br.C(=O)([O-])[O-].[K+].[K+]. Product: [Br:9][CH2:10][CH2:11][CH2:12][O:8][C:4]1[CH:5]=[CH:6][CH:7]=[C:2]([F:1])[CH:3]=1. The catalyst class is: 10. (6) Reactant: [CH3:1][S:2]([C:5]1[CH:10]=[CH:9][C:8](B(O)O)=[CH:7][CH:6]=1)(=[O:4])=[O:3].Br[C:15]1[CH:16]=[CH:17][C:18]([O:21][CH2:22][CH:23]2[CH2:28][CH2:27][N:26]([C:29]([O:31][C:32]([CH3:35])([CH3:34])[CH3:33])=[O:30])[CH2:25][CH2:24]2)=[N:19][CH:20]=1.C([O-])([O-])=O.[Na+].[Na+]. Product: [CH3:1][S:2]([C:5]1[CH:10]=[CH:9][C:8]([C:15]2[CH:16]=[CH:17][C:18]([O:21][CH2:22][CH:23]3[CH2:24][CH2:25][N:26]([C:29]([O:31][C:32]([CH3:35])([CH3:34])[CH3:33])=[O:30])[CH2:27][CH2:28]3)=[N:19][CH:20]=2)=[CH:7][CH:6]=1)(=[O:4])=[O:3]. The catalyst class is: 104.